This data is from Reaction yield outcomes from USPTO patents with 853,638 reactions. The task is: Predict the reaction yield, written as a fraction of the theoretical maximum amount of product (1.0 means a 100% yield; for example, 0.34 means a 34% yield). (1) The reactants are [Br:1][C:2]1[CH:3]=[C:4]([NH:11][C:12](=[O:18])[O:13][C:14]([CH3:17])([CH3:16])[CH3:15])[CH:5]=[CH:6][C:7]=1[N+:8]([O-])=O.O.O.[Sn](Cl)Cl.C(=O)([O-])[O-].[K+].[K+].[OH-].[Na+]. The catalyst is C(OCC)(=O)C. The product is [NH2:8][C:7]1[CH:6]=[CH:5][C:4]([NH:11][C:12](=[O:18])[O:13][C:14]([CH3:15])([CH3:16])[CH3:17])=[CH:3][C:2]=1[Br:1]. The yield is 0.830. (2) The reactants are Cl[C:2]1[N:7]=[C:6]([C:8]2[N:12]3[CH:13]=[CH:14][CH:15]=[CH:16][C:11]3=[N:10][C:9]=2[C:17]2[CH:18]=[CH:19][C:20]([O:34][CH3:35])=[C:21]([CH:33]=2)[C:22]([NH:24][C:25]2[C:30]([F:31])=[CH:29][CH:28]=[CH:27][C:26]=2[F:32])=[O:23])[CH:5]=[CH:4][N:3]=1.[CH3:36][O:37][C:38]1[CH:44]=[C:43]([N:45]2[CH2:50][CH2:49][N:48]([S:51]([CH3:54])(=[O:53])=[O:52])[CH2:47][CH2:46]2)[CH:42]=[CH:41][C:39]=1[NH2:40].C1(C)C=CC(S(O)(=O)=O)=CC=1.C(O)C(F)(F)F.N. The catalyst is CO.C(Cl)Cl. The product is [F:32][C:26]1[CH:27]=[CH:28][CH:29]=[C:30]([F:31])[C:25]=1[NH:24][C:22](=[O:23])[C:21]1[CH:33]=[C:17]([C:9]2[N:10]=[C:11]3[CH:16]=[CH:15][CH:14]=[CH:13][N:12]3[C:8]=2[C:6]2[CH:5]=[CH:4][N:3]=[C:2]([NH:40][C:39]3[CH:41]=[CH:42][C:43]([N:45]4[CH2:46][CH2:47][N:48]([S:51]([CH3:54])(=[O:53])=[O:52])[CH2:49][CH2:50]4)=[CH:44][C:38]=3[O:37][CH3:36])[N:7]=2)[CH:18]=[CH:19][C:20]=1[O:34][CH3:35]. The yield is 0.690. (3) The reactants are [I-].[Na+].O.O.O.C([O-])(=O)C.[Na+].[CH3:11][O:12][C:13]1[CH:19]=[CH:18][C:16]([NH2:17])=[CH:15][CH:14]=1.Br[CH2:21][C:22]([O:24][CH2:25][CH3:26])=[O:23]. The catalyst is O. The product is [CH3:11][O:12][C:13]1[CH:19]=[CH:18][C:16]([NH:17][CH2:21][C:22]([O:24][CH2:25][CH3:26])=[O:23])=[CH:15][CH:14]=1. The yield is 0.750. (4) The reactants are [CH3:1][O:2][C:3]([NH:5][C@@H:6]([CH:52]([CH3:54])[CH3:53])[C:7]([N:9]1[CH2:13][CH2:12][CH2:11][C@H:10]1[C:14]1[NH:15][C:16]([C:19]2[CH:24]=[CH:23][C:22]([C:25]3[CH:30]=[CH:29][C:28]([C:31]4[CH:32]=[CH:33][C:34]5[N:38]=[C:37]([C@@H:39]6[CH2:43][CH2:42][CH2:41][N:40]6C(OC(C)(C)C)=O)[NH:36][C:35]=5[CH:51]=4)=[CH:27][CH:26]=3)=[CH:21][CH:20]=2)=[CH:17][N:18]=1)=[O:8])=[O:4].Cl.[CH3:56][O:57][C:58]([NH:60][C@H:61]([C:65]1[CH:70]=[CH:69][CH:68]=[CH:67][CH:66]=1)[C:62](O)=[O:63])=[O:59].CCOC(C(C#N)=NOC(N1CCOCC1)=[N+](C)C)=O.F[P-](F)(F)(F)(F)F.C(N(C(C)C)CC)(C)C. The catalyst is C(#N)C.CO.[OH-].[Na+].C(OCC)(=O)C.C(O)C. The product is [CH3:56][O:57][C:58]([NH:60][C@H:61]([C:65]1[CH:70]=[CH:69][CH:68]=[CH:67][CH:66]=1)[C:62]([N:40]1[CH2:41][CH2:42][CH2:43][C@H:39]1[C:37]1[NH:36][C:35]2[CH:51]=[C:31]([C:28]3[CH:29]=[CH:30][C:25]([C:22]4[CH:23]=[CH:24][C:19]([C:16]5[NH:15][C:14]([C@@H:10]6[CH2:11][CH2:12][CH2:13][N:9]6[C:7](=[O:8])[C@@H:6]([NH:5][C:3](=[O:4])[O:2][CH3:1])[CH:52]([CH3:54])[CH3:53])=[N:18][CH:17]=5)=[CH:20][CH:21]=4)=[CH:26][CH:27]=3)[CH:32]=[CH:33][C:34]=2[N:38]=1)=[O:63])=[O:59]. The yield is 0.660. (5) The reactants are Cl.[CH3:2][NH:3][CH3:4].[C-]#N.[K+].[CH3:8][NH:9]C.[CH2:11]([N:18]1[CH2:23][CH2:22][C:21](=O)[CH2:20][CH2:19]1)[C:12]1[CH:17]=[CH:16][CH:15]=[CH:14][CH:13]=1.Cl. The catalyst is O.CO.C(OCC)(=O)C.CCOC(C)=O.CCCCCC. The product is [CH2:11]([N:18]1[CH2:23][CH2:22][C:21]([N:3]([CH3:4])[CH3:2])([C:8]#[N:9])[CH2:20][CH2:19]1)[C:12]1[CH:17]=[CH:16][CH:15]=[CH:14][CH:13]=1. The yield is 0.850.